From a dataset of Forward reaction prediction with 1.9M reactions from USPTO patents (1976-2016). Predict the product of the given reaction. (1) Given the reactants [Br:1][C:2]1[CH:3]=[C:4]2[C:8](=[CH:9][CH:10]=1)[C@H:7]([NH2:11])[CH2:6][CH2:5]2.Cl[CH2:13][C:14]1([CH:27]=O)[CH2:19][CH2:18][N:17]([C:20]([O:22][C:23]([CH3:26])([CH3:25])[CH3:24])=[O:21])[CH2:16][CH2:15]1.C([BH3-])#N.[Na+].[OH-].[Na+], predict the reaction product. The product is: [Br:1][C:2]1[CH:3]=[C:4]2[C:8](=[CH:9][CH:10]=1)[C@H:7]([N:11]1[CH2:13][C:14]3([CH2:15][CH2:16][N:17]([C:20]([O:22][C:23]([CH3:26])([CH3:25])[CH3:24])=[O:21])[CH2:18][CH2:19]3)[CH2:27]1)[CH2:6][CH2:5]2. (2) Given the reactants [NH:1]1[C:5]2=[CH:6][N:7]=[C:8]([CH2:10][OH:11])[CH:9]=[C:4]2[CH:3]=[N:2]1.CS(C)=O.CCN(CC)CC, predict the reaction product. The product is: [NH:1]1[C:5]2=[CH:6][N:7]=[C:8]([CH:10]=[O:11])[CH:9]=[C:4]2[CH:3]=[N:2]1. (3) Given the reactants Br[C:2]1[S:6][C:5]([C:7]([N:9]([CH2:11][C:12]2[CH:17]=[CH:16][CH:15]=[C:14]([OH:18])[CH:13]=2)[CH3:10])=[O:8])=[CH:4][CH:3]=1.[F:19][C:20]1[CH:21]=[C:22](B(O)O)[CH:23]=[CH:24][CH:25]=1, predict the reaction product. The product is: [F:19][C:20]1[CH:25]=[C:24]([C:2]2[S:6][C:5]([C:7]([N:9]([CH2:11][C:12]3[CH:17]=[CH:16][CH:15]=[C:14]([OH:18])[CH:13]=3)[CH3:10])=[O:8])=[CH:4][CH:3]=2)[CH:23]=[CH:22][CH:21]=1. (4) The product is: [CH:7]([N:10]1[CH2:11][CH2:12][CH2:13][CH2:14][CH:15]1[CH2:32][CH2:31][OH:30])([CH3:8])[CH3:9]. Given the reactants [H-].[Al+3].[Li+].[H-].[H-].[H-].[CH:7]([N:10]1[CH2:15][CH2:14][CH:13](CC(OCC)=O)[CH2:12][CH2:11]1)([CH3:9])[CH3:8].[OH-].[Na+].S([O-])([O-])(=O)=O.[Mg+2].[O:30]1CC[CH2:32][CH2:31]1, predict the reaction product. (5) Given the reactants [Br:1][C:2]1[CH:3]=[CH:4][C:5](F)=[C:6]([C:8](=O)[CH2:9][CH2:10][CH3:11])[CH:7]=1.C1(C)C(C)=CC=CC=1.[NH2:22][NH2:23], predict the reaction product. The product is: [Br:1][C:2]1[CH:7]=[C:6]2[C:5](=[CH:4][CH:3]=1)[NH:23][N:22]=[C:8]2[CH2:9][CH2:10][CH3:11]. (6) Given the reactants [Cl:1][C:2]1[CH:7]=[CH:6][C:5]([C@@:8]2([OH:35])[C@H:13]([O:14][Si](C)(C)C)[C@@H:12]([O:19][Si](C)(C)C)[C@H:11]([O:24][Si](C)(C)C)[C@@H:10]([CH2:29][O:30][Si](C)(C)C)[O:9]2)=[CH:4][C:3]=1[CH2:36][C:37]1[CH:42]=[CH:41][C:40]([O:43][CH2:44][CH3:45])=[C:39]([F:46])[C:38]=1[F:47].[CH3:48]S(O)(=O)=O.C(=O)(O)[O-].[Na+], predict the reaction product. The product is: [Cl:1][C:2]1[CH:7]=[CH:6][C:5]([C@@:8]2([O:35][CH3:48])[C@H:13]([OH:14])[C@@H:12]([OH:19])[C@H:11]([OH:24])[C@@H:10]([CH2:29][OH:30])[O:9]2)=[CH:4][C:3]=1[CH2:36][C:37]1[CH:42]=[CH:41][C:40]([O:43][CH2:44][CH3:45])=[C:39]([F:46])[C:38]=1[F:47]. (7) Given the reactants [NH2:1][C:2]1[C:11]2[N:10]=[CH:9][C:8]([CH2:12][CH2:13][C:14]3[CH:22]=[CH:21][C:17]([C:18](Cl)=[O:19])=[CH:16][C:15]=3[CH3:23])=[CH:7][C:6]=2[C:5]2[CH:24]=[CH:25][C:26]([CH3:28])=[CH:27][C:4]=2[N:3]=1.C(N(CC)CC)C.[NH2:36][CH2:37][CH2:38][NH:39][C:40](=[O:42])[CH3:41], predict the reaction product. The product is: [C:40]([NH:39][CH2:38][CH2:37][NH:36][C:18](=[O:19])[C:17]1[CH:21]=[CH:22][C:14]([CH2:13][CH2:12][C:8]2[CH:9]=[N:10][C:11]3[C:2]([NH2:1])=[N:3][C:4]4[CH:27]=[C:26]([CH3:28])[CH:25]=[CH:24][C:5]=4[C:6]=3[CH:7]=2)=[C:15]([CH3:23])[CH:16]=1)(=[O:42])[CH3:41]. (8) Given the reactants Br[C:2]1[CH:7]=[CH:6][C:5]([CH2:8][N:9]([CH3:17])[C:10]([N:12]2[CH2:16][CH2:15][CH2:14][CH2:13]2)=[O:11])=[CH:4][CH:3]=1.[F:18][C:19]([F:30])([F:29])[C:20]1[C:28]2[CH2:27][CH2:26][CH2:25][CH2:24][C:23]=2[NH:22][N:21]=1.CN(C)CC(O)=O.C(=O)([O-])[O-].[K+].[K+], predict the reaction product. The product is: [CH3:17][N:9]([CH2:8][C:5]1[CH:6]=[CH:7][C:2]([N:22]2[C:23]3[CH2:24][CH2:25][CH2:26][CH2:27][C:28]=3[C:20]([C:19]([F:18])([F:30])[F:29])=[N:21]2)=[CH:3][CH:4]=1)[C:10]([N:12]1[CH2:16][CH2:15][CH2:14][CH2:13]1)=[O:11].